From a dataset of Forward reaction prediction with 1.9M reactions from USPTO patents (1976-2016). Predict the product of the given reaction. (1) Given the reactants Cl[C:2]1[CH:9]=[CH:8][C:5]([C:6]#[N:7])=[C:4]([N+:10]([O-:12])=[O:11])[CH:3]=1.[O:13]1[CH2:18][CH2:17][CH2:16][CH2:15][CH:14]1[N:19]1[C:23](B2OC(C)(C)C(C)(C)O2)=[CH:22][CH:21]=[N:20]1.C(=O)([O-])[O-].[Na+].[Na+].O, predict the reaction product. The product is: [N+:10]([C:4]1[CH:3]=[C:2]([C:23]2[N:19]([CH:14]3[CH2:15][CH2:16][CH2:17][CH2:18][O:13]3)[N:20]=[CH:21][CH:22]=2)[CH:9]=[CH:8][C:5]=1[C:6]#[N:7])([O-:12])=[O:11]. (2) Given the reactants [S:1]1[C:5]2[CH:6]=[CH:7][CH:8]=[CH:9][C:4]=2[N:3]=[C:2]1[NH:10][CH2:11][C:12]1[CH:20]=[CH:19][C:15]([C:16]([OH:18])=O)=[CH:14][CH:13]=1.C1CN([P+](O[N:38]2N=[N:45][C:40]3[CH:41]=[CH:42][CH:43]=[CH:44][C:39]2=3)(N2CCCC2)N2CCCC2)CC1.F[P-](F)(F)(F)(F)F.C1(N)C=CC=CC=1N.CCN(CC)CC, predict the reaction product. The product is: [NH2:38][C:39]1[CH:44]=[CH:43][CH:42]=[CH:41][C:40]=1[NH:45][C:16](=[O:18])[C:15]1[CH:14]=[CH:13][C:12]([CH2:11][NH:10][C:2]2[S:1][C:5]3[CH:6]=[CH:7][CH:8]=[CH:9][C:4]=3[N:3]=2)=[CH:20][CH:19]=1. (3) Given the reactants [CH3:1][C:2]([CH3:26])([CH3:25])[CH2:3][N:4]1[C:12]2[C:7](=[N:8][C:9]([C:13]3[CH:20]=[C:19]([CH2:21][OH:22])[CH:18]=[CH:17][C:14]=3[C:15]#[N:16])=[CH:10][CH:11]=2)[N:6]([CH3:23])[C:5]1=[O:24].CC(OI1(OC(C)=O)(OC(C)=O)OC(=O)C2C1=CC=CC=2)=O, predict the reaction product. The product is: [CH3:1][C:2]([CH3:26])([CH3:25])[CH2:3][N:4]1[C:12]2[C:7](=[N:8][C:9]([C:13]3[CH:20]=[C:19]([CH:21]=[O:22])[CH:18]=[CH:17][C:14]=3[C:15]#[N:16])=[CH:10][CH:11]=2)[N:6]([CH3:23])[C:5]1=[O:24]. (4) Given the reactants [Cl:1][C:2]1[CH:7]=[CH:6][CH:5]=[CH:4][C:3]=1[CH:8]=[CH2:9].C(N(CC)CC)C.Cl[O-].[Na+].[OH:20][N:21]=[CH:22][C:23]1[N:24]=[C:25]([CH:28]2[CH2:33][CH2:32][N:31]([C:34](=[O:46])[CH2:35][N:36]3[C:40]([CH3:41])=[CH:39][C:38]([C:42]([F:45])([F:44])[F:43])=[N:37]3)[CH2:30][CH2:29]2)[S:26][CH:27]=1.CC1N(CC(N2CCC(C3SC=C(C4C=C(C5C=CC=CC=5)ON=4)N=3)CC2)=O)N=C(C(F)(F)F)C=1, predict the reaction product. The product is: [Cl:1][C:2]1[CH:7]=[CH:6][CH:5]=[CH:4][C:3]=1[CH:8]1[O:20][N:21]=[C:22]([C:23]2[N:24]=[C:25]([CH:28]3[CH2:29][CH2:30][N:31]([C:34](=[O:46])[CH2:35][N:36]4[C:40]([CH3:41])=[CH:39][C:38]([C:42]([F:45])([F:43])[F:44])=[N:37]4)[CH2:32][CH2:33]3)[S:26][CH:27]=2)[CH2:9]1. (5) Given the reactants [OH:1][C:2]([C:4]([F:7])([F:6])[F:5])=[O:3].[F:8][C:9]1[CH:35]=[C:34]([F:36])[CH:33]=[CH:32][C:10]=1[O:11][CH:12]1[CH2:17][CH2:16][N:15]([C:18]2[N:23]=[C:22]3[CH2:24][NH:25][CH2:26][CH2:27][C:21]3=[N:20][C:19]=2[NH:28][CH:29]([CH3:31])[CH3:30])[CH2:14][CH2:13]1.C([O-])([O-])=O.[Cs+].[Cs+].FC(F)CI, predict the reaction product. The product is: [F:5][CH:4]([F:7])[CH2:2][N:25]1[CH2:26][CH2:27][C:21]2[C:22](=[N:23][C:18]([N:15]3[CH2:16][CH2:17][CH:12]([O:11][C:10]4[CH:32]=[CH:33][C:34]([F:36])=[CH:35][C:9]=4[F:8])[CH2:13][CH2:14]3)=[C:19]([NH:28][CH:29]([CH3:31])[CH3:30])[N:20]=2)[CH2:24]1.[C:2]([OH:3])([C:4]([F:7])([F:6])[F:5])=[O:1]. (6) Given the reactants [F:1][C:2]([F:13])([F:12])[C:3]1[CH:8]=[CH:7][CH:6]=[CH:5][C:4]=1B(O)O.Br[C:15]1[CH:24]=[C:23]([O:25][CH3:26])[C:22]2[NH:21][CH2:20][C@@H:19]3[CH2:27][N:28](C(OC(C)(C)C)=O)[CH2:29][C@@H:18]3[C:17]=2[CH:16]=1, predict the reaction product. The product is: [CH3:26][O:25][C:23]1[C:22]2[NH:21][CH2:20][C@@H:19]3[CH2:27][NH:28][CH2:29][C@@H:18]3[C:17]=2[CH:16]=[C:15]([C:4]2[CH:5]=[CH:6][CH:7]=[CH:8][C:3]=2[C:2]([F:13])([F:12])[F:1])[CH:24]=1. (7) Given the reactants Br[C:2]1[C:3]([O:16][CH3:17])=[CH:4][C:5]2[C:6]([CH3:15])([CH3:14])[CH2:7][CH2:8][C:9]([CH3:13])([CH3:12])[C:10]=2[CH:11]=1.[BH:18]([OH:20])[OH:19], predict the reaction product. The product is: [CH3:17][O:16][C:3]1[CH:2]=[CH:11][C:10]2[C:9]([CH3:13])([CH3:12])[CH2:8][CH2:7][C:6]([CH3:15])([CH3:14])[C:5]=2[C:4]=1[B:18]([OH:20])[OH:19]. (8) Given the reactants [Cl:1][C:2]1[CH:3]=[CH:4][C:5]2[N:11]3[CH:12]=[CH:13][CH:14]=[C:10]3[C@@H:9]([CH2:15][CH2:16][N:17]3[CH:21]=[C:20]([CH2:22][C:23]#N)N=[N:18]3)[O:8][C@H:7]([C:25]3[CH:30]=[CH:29][CH:28]=[C:27]([O:31][CH3:32])[C:26]=3[O:33][CH3:34])[C:6]=2[CH:35]=1.CS(OC[C:42]1C=CN(CC[C@H]2O[C@H](C3C=CC=C(OC)C=3OC)C3C=C(Cl)C=CC=3N3C=CC=C23)[N:43]=1)(=O)=O.[C-]#N.[Na+], predict the reaction product. The product is: [Cl:1][C:2]1[CH:3]=[CH:4][C:5]2[N:11]3[CH:12]=[CH:13][CH:14]=[C:10]3[C@@H:9]([CH2:15][CH2:16][N:17]3[CH:21]=[CH:20][C:22]([CH2:23][C:42]#[N:43])=[N:18]3)[O:8][C@H:7]([C:25]3[CH:30]=[CH:29][CH:28]=[C:27]([O:31][CH3:32])[C:26]=3[O:33][CH3:34])[C:6]=2[CH:35]=1.